This data is from Reaction yield outcomes from USPTO patents with 853,638 reactions. The task is: Predict the reaction yield, written as a fraction of the theoretical maximum amount of product (1.0 means a 100% yield; for example, 0.34 means a 34% yield). (1) The reactants are C([N:5]1[CH2:9][CH2:8][CH:7]([C:10](=O)[C:11]2[CH:16]=[CH:15][CH:14]=[N:13][CH:12]=2)C1=O)=CCC.Cl. The catalyst is O. The product is [CH:15]1[CH:14]=[N:13][CH:12]=[C:11]([C:10]2[CH2:7][CH2:8][CH2:9][N:5]=2)[CH:16]=1. The yield is 0.700. (2) The reactants are Cl.[C:2](Cl)(=[O:9])[C:3]1[CH:8]=[CH:7][N:6]=[CH:5][CH:4]=1.[Cl:11][C:12]1[CH:28]=[CH:27][C:15]([CH2:16][NH:17][C:18]([C:20]2[S:24][C:23]([NH2:25])=[N:22][C:21]=2[CH3:26])=[O:19])=[CH:14][CH:13]=1. No catalyst specified. The product is [Cl:11][C:12]1[CH:13]=[CH:14][C:15]([CH2:16][NH:17][C:18]([C:20]2[S:24][C:23]([NH:25][C:2](=[O:9])[C:3]3[CH:8]=[CH:7][N:6]=[CH:5][CH:4]=3)=[N:22][C:21]=2[CH3:26])=[O:19])=[CH:27][CH:28]=1. The yield is 0.990. (3) The reactants are [C:1]([C:4]1[CH:5]=[C:6]([CH:10]=[CH:11][CH:12]=1)[C:7]([OH:9])=[O:8])(=O)[CH3:2].Cl.[NH2:14][OH:15].C([O-])(=O)C.[Na+].O. The catalyst is C(O)C. The product is [OH:15][N:14]=[C:1]([C:4]1[CH:5]=[C:6]([CH:10]=[CH:11][CH:12]=1)[C:7]([OH:9])=[O:8])[CH3:2]. The yield is 0.950. (4) The reactants are [CH:1](=O)[CH3:2].[NH:4]1[CH2:9][CH2:8][CH:7]([C:10]2[CH:15]=[CH:14][C:13]([NH:16][C:17]3[N:22]=[C:21]([CH2:23][CH2:24][C:25]4[CH:30]=[CH:29][CH:28]=[CH:27][C:26]=4[CH2:31][C:32]([NH2:34])=[O:33])[C:20]([C:35]([F:38])([F:37])[F:36])=[CH:19][N:18]=3)=[CH:12][CH:11]=2)[CH2:6][CH2:5]1.C(O[BH-](OC(=O)C)OC(=O)C)(=O)C.[Na+]. The catalyst is CO.C(Cl)Cl. The product is [CH2:1]([N:4]1[CH2:9][CH2:8][CH:7]([C:10]2[CH:11]=[CH:12][C:13]([NH:16][C:17]3[N:22]=[C:21]([CH2:23][CH2:24][C:25]4[CH:30]=[CH:29][CH:28]=[CH:27][C:26]=4[CH2:31][C:32]([NH2:34])=[O:33])[C:20]([C:35]([F:38])([F:37])[F:36])=[CH:19][N:18]=3)=[CH:14][CH:15]=2)[CH2:6][CH2:5]1)[CH3:2]. The yield is 0.420. (5) The reactants are Cl.[Cl:2][C:3]1[CH:8]=[CH:7][N:6]=[C:5]([C:9]([O:11]C)=O)[CH:4]=1.[Cl-].[NH4+:14].CCOC(C)=O.O. The catalyst is N. The product is [Cl:2][C:3]1[CH:8]=[CH:7][N:6]=[C:5]([C:9]([NH2:14])=[O:11])[CH:4]=1. The yield is 0.803. (6) The reactants are [C:1](Cl)([O:3][CH2:4][C:5]1[CH:10]=[CH:9][CH:8]=[CH:7][CH:6]=1)=[O:2].C([N:19]1[CH2:24][CH2:23][C:22]([C:28]2[CH:33]=[CH:32][CH:31]=[CH:30][CH:29]=2)([N:25]([CH3:27])[CH3:26])[CH2:21][CH2:20]1)C1C=CC=CC=1.C(=O)([O-])O.[Na+]. The catalyst is CO.C(Cl)(Cl)Cl. The product is [CH2:4]([O:3][C:1]([N:19]1[CH2:24][CH2:23][C:22]([N:25]([CH3:27])[CH3:26])([C:28]2[CH:29]=[CH:30][CH:31]=[CH:32][CH:33]=2)[CH2:21][CH2:20]1)=[O:2])[C:5]1[CH:10]=[CH:9][CH:8]=[CH:7][CH:6]=1. The yield is 0.210. (7) The reactants are [OH:1][CH2:2][C:3]([O:5][CH2:6][CH3:7])=[O:4].[H-].[Na+].[CH2:10](Br)[C:11]1[CH:16]=[CH:15][CH:14]=[CH:13][CH:12]=1. The catalyst is O1CCCC1.[I-].C([N+](CCCC)(CCCC)CCCC)CCC. The product is [CH2:10]([O:1][CH2:2][C:3]([O:5][CH2:6][CH3:7])=[O:4])[C:11]1[CH:16]=[CH:15][CH:14]=[CH:13][CH:12]=1. The yield is 0.570. (8) The reactants are [Cl:1][C:2]1[CH:3]=[C:4]([CH:9]=[C:10]([Cl:24])[C:11]=1[O:12][C:13]1[CH:18]=[CH:17][C:16]([O:19][CH3:20])=[C:15]([CH:21]([CH3:23])[CH3:22])[CH:14]=1)[C:5](OC)=[O:6].CC(C[AlH]CC(C)C)C. The catalyst is C1COCC1. The product is [CH:21]([C:15]1[CH:14]=[C:13]([CH:18]=[CH:17][C:16]=1[O:19][CH3:20])[O:12][C:11]1[C:10]([Cl:24])=[CH:9][C:4]([CH2:5][OH:6])=[CH:3][C:2]=1[Cl:1])([CH3:23])[CH3:22]. The yield is 1.00.